From a dataset of Forward reaction prediction with 1.9M reactions from USPTO patents (1976-2016). Predict the product of the given reaction. Given the reactants Cl[C:2]1[C:11]2[C:6](=[CH:7][C:8]([C:12]([N:14]3[CH2:17][CH2:16][CH2:15]3)=[O:13])=[CH:9][CH:10]=2)[N:5]=[CH:4][N:3]=1.[NH2:18][CH2:19][C:20]1[CH:21]=[C:22]([CH:26]=[CH:27][CH:28]=1)[C:23]([NH2:25])=[NH:24].C(N(C(C)C)CC)(C)C, predict the reaction product. The product is: [N:14]1([C:12]([C:8]2[CH:7]=[C:6]3[C:11]([C:2]([NH:18][CH2:19][C:20]4[CH:21]=[C:22]([CH:26]=[CH:27][CH:28]=4)[C:23]([NH2:25])=[NH:24])=[N:3][CH:4]=[N:5]3)=[CH:10][CH:9]=2)=[O:13])[CH2:17][CH2:16][CH2:15]1.